This data is from Reaction yield outcomes from USPTO patents with 853,638 reactions. The task is: Predict the reaction yield, written as a fraction of the theoretical maximum amount of product (1.0 means a 100% yield; for example, 0.34 means a 34% yield). (1) The catalyst is O. The product is [CH3:10][C:8]1([CH3:11])[CH2:7][C:6]2[CH:12]=[C:2]([N:1]3[CH:32]=[N:30][N:29]=[N:28]3)[CH:3]=[C:4]([C:13]([O:15][CH2:16][CH3:17])=[O:14])[C:5]=2[O:9]1. The reactants are [NH2:1][C:2]1[CH:3]=[C:4]([C:13]([O:15][CH2:16][CH3:17])=[O:14])[C:5]2[O:9][C:8]([CH3:11])([CH3:10])[CH2:7][C:6]=2[CH:12]=1.C(OCC)(OCC)OCC.[N-:28]=[N+:29]=[N-:30].[Na+].[C:32](O)(=O)C. The yield is 0.500. (2) The reactants are [CH3:1][C:2]1[S:6][C:5]([C:7]2[CH:12]=[N:11][CH:10]=[CH:9][N:8]=2)=[N:4][C:3]=1[OH:13].[H-].[Na+].C1C=CC(N([S:23]([C:26]([F:29])([F:28])[F:27])(=[O:25])=[O:24])[S:23]([C:26]([F:29])([F:28])[F:27])(=[O:25])=[O:24])=CC=1.O. The catalyst is C1COCC1. The product is [CH3:1][C:2]1[S:6][C:5]([C:7]2[CH:12]=[N:11][CH:10]=[CH:9][N:8]=2)=[N:4][C:3]=1[O:13][S:23]([C:26]([F:29])([F:28])[F:27])(=[O:25])=[O:24]. The yield is 0.362. (3) The reactants are Br[C:2]1[CH:3]=[CH:4][C:5]([F:14])=[C:6]([C:8]2[CH:9]=[N:10][CH:11]=[CH:12][CH:13]=2)[CH:7]=1.C([O-])(=O)C.[K+].[B:20]1([B:20]2[O:24][C:23]([CH3:26])([CH3:25])[C:22]([CH3:28])([CH3:27])[O:21]2)[O:24][C:23]([CH3:26])([CH3:25])[C:22]([CH3:28])([CH3:27])[O:21]1. The catalyst is O1CCOCC1.C1C=CC([PH+]([C]2[CH][CH][CH][CH]2)C2C=CC=CC=2)=CC=1.C1C=CC([PH+]([C]2[CH][CH][CH][CH]2)C2C=CC=CC=2)=CC=1.C(Cl)Cl.Cl[Pd]Cl.[Fe]. The product is [F:14][C:5]1[CH:4]=[CH:3][C:2]([B:20]2[O:24][C:23]([CH3:26])([CH3:25])[C:22]([CH3:28])([CH3:27])[O:21]2)=[CH:7][C:6]=1[C:8]1[CH:9]=[N:10][CH:11]=[CH:12][CH:13]=1. The yield is 0.720. (4) The reactants are [NH:1]1[C:9]2[C:4](=[CH:5][CH:6]=[CH:7][CH:8]=2)[C:3]([C:10]([O:12][CH2:13][CH3:14])=[O:11])=[N:2]1.[N+:15]([O-])([OH:17])=[O:16]. The catalyst is S(=O)(=O)(O)O. The product is [N+:15]([C:6]1[CH:5]=[C:4]2[C:9](=[CH:8][CH:7]=1)[NH:1][N:2]=[C:3]2[C:10]([O:12][CH2:13][CH3:14])=[O:11])([O-:17])=[O:16]. The yield is 0.530. (5) The reactants are [C:1]([C:5]1[CH:10]=[CH:9][C:8]([C:11]2[CH:12]=[CH:13][CH:14]=[C:15]3[C:19]=2[C:18](=O)[CH:17]([CH2:21][C:22]([CH3:25])([CH3:24])[CH3:23])[CH2:16]3)=[CH:7][CH:6]=1)([CH3:4])([CH3:3])[CH3:2].[BH4-].[Na+].CO.S(=O)(=O)(O)O. The catalyst is C1(C)C=CC=CC=1.O. The product is [C:1]([C:5]1[CH:10]=[CH:9][C:8]([C:11]2[CH:12]=[CH:13][CH:14]=[C:15]3[C:19]=2[CH:18]=[C:17]([CH2:21][C:22]([CH3:25])([CH3:24])[CH3:23])[CH2:16]3)=[CH:7][CH:6]=1)([CH3:4])([CH3:3])[CH3:2]. The yield is 0.740. (6) The reactants are [C:1]([O:5][C:6]([NH:8][C:9]1([C:24](O)=[O:25])[CH2:14][CH2:13][N:12]([C:15]2[C:16]3[CH:23]=[CH:22][NH:21][C:17]=3[N:18]=[CH:19][N:20]=2)[CH2:11][CH2:10]1)=[O:7])([CH3:4])([CH3:3])[CH3:2].C(N(CC)C(C)C)(C)C.[NH2:36][CH:37]([C:44]1[CH:49]=[CH:48][C:47]([Cl:50])=[CH:46][CH:45]=1)[CH2:38][CH2:39][NH:40][C:41]([NH2:43])=[O:42]. The catalyst is CN1C(=O)CCC1.CCOC(C)=O. The product is [Cl:50][C:47]1[CH:48]=[CH:49][C:44]([CH:37]([NH:36][C:24]([C:9]2([NH:8][C:6](=[O:7])[O:5][C:1]([CH3:3])([CH3:4])[CH3:2])[CH2:14][CH2:13][N:12]([C:15]3[C:16]4[CH:23]=[CH:22][NH:21][C:17]=4[N:18]=[CH:19][N:20]=3)[CH2:11][CH2:10]2)=[O:25])[CH2:38][CH2:39][NH:40][C:41]([NH2:43])=[O:42])=[CH:45][CH:46]=1. The yield is 1.00.